Dataset: Experimentally validated miRNA-target interactions with 360,000+ pairs, plus equal number of negative samples. Task: Binary Classification. Given a miRNA mature sequence and a target amino acid sequence, predict their likelihood of interaction. (1) The miRNA is hsa-miR-132-5p with sequence ACCGUGGCUUUCGAUUGUUACU. The protein sequence of the target gene is MEGTAGTITSNEWSSPTSPEGSTASGGSQALDKPIDNDAEGVWSPDIEQSFQEALAIYPPCGRRKIILSDEGKMYGRNELIARYIKLRTGKTRTRKQVSSHIQVLARRKAREIQAKLKDQAAKDKALQSMAAMSSAQIISATAFHSSMALARGPGRPAVSGFWQGALPGQAGTSHDVKPFSQQTYAVQPPLPLPGFESPAGPAPSPSAPPAPPWQGRSVASSKLWMLEFSAFLEQQQDPDTYNKHLFVHIGQSSPSYSDPYLEAVDIRQIYDKFPEKKGGLKDLFERGPSNAFFLVKFWA.... Result: 0 (no interaction). (2) The miRNA is hsa-miR-485-3p with sequence GUCAUACACGGCUCUCCUCUCU. The protein sequence of the target gene is MRDSTGAGNSLVHKRSPLRRNQKTPTSLTKLSLQDGHKAKKPACKFEEGQDVLARWSDGLFYLGTIKKINILKQSCFIIFEDSSKSWVLWKDIQTGATGSGEMVCTICQEEYSEAPNEMVICDKCGQGYHQLCHTPHIDSSVIDSDEKWLCRQCVFATTTKRGGALKKGPNAKALQVMKQTLPYSVADLEWDAGHKTNVQQCYCYCGGPGDWYLKMLQCCKCKQWFHEACVQCLQKPMLFGDRFYTFICSVCSSGPEYLKRLPLQWVDIAHLCLYNLSVIHKKKYFDSELELMTYINENW.... Result: 1 (interaction). (3) The miRNA is mmu-miR-3081-3p with sequence UUGCGCUCCGAUCUCUGAGCUGG. The protein sequence of the target gene is MRLEELKRLQNPLEQVDDGKYLLENHQLAMDVENNIENYPLSLQPLESKVKIIQRAWREYLQRQDPLEKRSPSPPSVSSDKLSSSVSMNTFSDSSTPVSVSRPLAWTVLH. Result: 0 (no interaction). (4) The miRNA is hsa-miR-3910 with sequence AAAGGCAUAAAACCAAGACA. The protein sequence of the target gene is MRENNQSSTLEFILLGVTGQQEQEDFFYILFLFIYPITLIGNLLIVLAICSDVRLHNPMYFLLANLSLVDIFFSSVTIPKMLANHLLGSKSISFGGCLTQMYFMIALGNTDSYILAAMAYDRAVAISRPLHYTTIMSPRSCIWLIAGSWVIGNANALPHTLLTASLSFCGNQEVANFYCDITPLLKLSCSDIHFHVKMMYLGVGIFSVPLLCIIVSYIRVFSTVFQVPSTKGVLKAFSTCGSHLTVVSLYYGTVMGTYFRPLTNYSLKDAVITVMYTAVTPMLNPFIYSLRNRDMKAALR.... Result: 0 (no interaction). (5) The miRNA is hsa-miR-486-3p with sequence CGGGGCAGCUCAGUACAGGAU. The protein sequence of the target gene is MASLQRSRVLRCCSCRLFQAHQVKKSVKWTCKACGEKQSFLQAYGEGSGADCRRHVQKLNLLQGQVSELPLRSLEETVSASEEENVGHQQAGNVKQQEKSQPSESRWLKYLEKDSQELELEGTGVCFSKQPSSKMEEPGPRFSQDLPRKRKWSRSTVQPPCSRGVQDSGGSEVAWGPQKGQAGLTWKVKQGSSPCLQENSADCSAGELRGPGKELWSPIQQVTATSSKWAQFVLPPRKSSHVDSEQPRSLQRDPRPAGPAQAKQGTPRAQASREGLSRPTAAVQLPRATHPVTSGSERPC.... Result: 1 (interaction). (6) The miRNA is hsa-miR-3130-3p with sequence GCUGCACCGGAGACUGGGUAA. The protein sequence of the target gene is MAAAWMAPAQESVTFEDVAVTFTQEEWGQLDVTQRALYVEVMLETCGLLVALGDSTKPETVEPIPSHLALPEEVSLQEQLAQGVPRYSYLGQAMDQDGPSEMQEYFLRPGTDPQSEKLHGKMSLEHEGLATADGICSMMIQNQVSPEDALYGFDSYGPVTDSLIHEGENSYKFEEMFNENCFLVQHEQILPRVKPYDCPECGKAFGKSKHLLQHHIIHTGEKPYKCLECGKDFNRRSHLTRHQRTHNGDKPFVCSECGRTFNRGSHLTRHQRVHSGEKPFVCNECGKAFTYRSNFVLHNK.... Result: 1 (interaction). (7) The miRNA is hsa-miR-548q with sequence GCUGGUGCAAAAGUAAUGGCGG. The protein sequence of the target gene is MAERPARRAPPARALLLALAGALLAPRAARGMSLWDQRGTYEVARASLLSKDPGIPGQSIPAKDHPDVLTVQLQLESRDLILSLERNEGLIANGFTETHYLQDGTDVSLTRNHTDHCYYHGHVQGDAASVVSLSTCSGLRGLIMFENKTYSLEPMKNTTDSYKLVPAESMTNIQGLCGSQHNKSNLTMEDVSPGTSQMRARRHKRETLKMTKYVELVIVADNREFQRQGKDLEKVKQRLIEIANHVDKFYRPLNIRIVLVGVEVWNDIDKCSISQDPFTSLHEFLDWRKIKLLPRKSHDN.... Result: 0 (no interaction).